This data is from NCI-60 drug combinations with 297,098 pairs across 59 cell lines. The task is: Regression. Given two drug SMILES strings and cell line genomic features, predict the synergy score measuring deviation from expected non-interaction effect. (1) Drug 1: CN1C2=C(C=C(C=C2)N(CCCl)CCCl)N=C1CCCC(=O)O.Cl. Drug 2: COC1=NC(=NC2=C1N=CN2C3C(C(C(O3)CO)O)O)N. Cell line: UACC-257. Synergy scores: CSS=0.315, Synergy_ZIP=1.43, Synergy_Bliss=2.73, Synergy_Loewe=1.11, Synergy_HSA=1.26. (2) Drug 1: C1CCC(C1)C(CC#N)N2C=C(C=N2)C3=C4C=CNC4=NC=N3. Drug 2: CNC(=O)C1=NC=CC(=C1)OC2=CC=C(C=C2)NC(=O)NC3=CC(=C(C=C3)Cl)C(F)(F)F. Cell line: ACHN. Synergy scores: CSS=10.4, Synergy_ZIP=-10.7, Synergy_Bliss=-7.18, Synergy_Loewe=-15.1, Synergy_HSA=-9.13. (3) Drug 1: COC1=NC(=NC2=C1N=CN2C3C(C(C(O3)CO)O)O)N. Drug 2: CC1=C(C(=CC=C1)Cl)NC(=O)C2=CN=C(S2)NC3=CC(=NC(=N3)C)N4CCN(CC4)CCO. Cell line: K-562. Synergy scores: CSS=52.4, Synergy_ZIP=3.26, Synergy_Bliss=0.181, Synergy_Loewe=-70.0, Synergy_HSA=-7.56. (4) Drug 1: CCCCC(=O)OCC(=O)C1(CC(C2=C(C1)C(=C3C(=C2O)C(=O)C4=C(C3=O)C=CC=C4OC)O)OC5CC(C(C(O5)C)O)NC(=O)C(F)(F)F)O. Drug 2: C1C(C(OC1N2C=NC3=C2NC=NCC3O)CO)O. Cell line: UO-31. Synergy scores: CSS=18.0, Synergy_ZIP=-10.2, Synergy_Bliss=-19.4, Synergy_Loewe=-21.3, Synergy_HSA=-19.8. (5) Drug 1: CS(=O)(=O)C1=CC(=C(C=C1)C(=O)NC2=CC(=C(C=C2)Cl)C3=CC=CC=N3)Cl. Drug 2: C1CCN(CC1)CCOC2=CC=C(C=C2)C(=O)C3=C(SC4=C3C=CC(=C4)O)C5=CC=C(C=C5)O. Cell line: A549. Synergy scores: CSS=10.8, Synergy_ZIP=1.74, Synergy_Bliss=4.35, Synergy_Loewe=2.97, Synergy_HSA=2.41. (6) Drug 1: C1=CC(=CC=C1CC(C(=O)O)N)N(CCCl)CCCl.Cl. Drug 2: C1=NC2=C(N=C(N=C2N1C3C(C(C(O3)CO)O)F)Cl)N. Cell line: K-562. Synergy scores: CSS=32.4, Synergy_ZIP=-2.34, Synergy_Bliss=-0.177, Synergy_Loewe=-15.0, Synergy_HSA=-0.344.